This data is from hERG Central: cardiac toxicity at 1µM, 10µM, and general inhibition. The task is: Predict hERG channel inhibition at various concentrations. (1) The drug is CCCc1cc(NCC2CCCO2)n2c(nc3ccccc32)c1C#N. Results: hERG_inhib (hERG inhibition (general)): blocker. (2) The compound is O=C(CSc1nc(=O)n(CCCN2CCOCC2)c2c1CCCC2)Nc1ccc(F)c(F)c1. Results: hERG_inhib (hERG inhibition (general)): blocker. (3) The molecule is Cc1c(NC(=O)CSc2ncnc3c2cnn3-c2ccccc2)c(=O)n(-c2ccccc2)n1C. Results: hERG_inhib (hERG inhibition (general)): blocker.